From a dataset of Catalyst prediction with 721,799 reactions and 888 catalyst types from USPTO. Predict which catalyst facilitates the given reaction. Reactant: COC1C=CC(C[N:8](CC2C=CC(OC)=CC=2)[C:9]2[N:14]=[CH:13][C:12]([C:15]([CH3:19])([CH3:18])[C:16]#[N:17])=[CH:11][CH:10]=2)=CC=1. Product: [NH2:8][C:9]1[N:14]=[CH:13][C:12]([C:15]([CH3:19])([CH3:18])[C:16]#[N:17])=[CH:11][CH:10]=1. The catalyst class is: 67.